This data is from Reaction yield outcomes from USPTO patents with 853,638 reactions. The task is: Predict the reaction yield, written as a fraction of the theoretical maximum amount of product (1.0 means a 100% yield; for example, 0.34 means a 34% yield). (1) The reactants are [NH:1]1[C:9]2[C:4](=[CH:5][CH:6]=[C:7]([S:10]([N:13]3[CH2:17][CH2:16][CH2:15][C@@H:14]3[CH2:18][CH2:19]O)(=[O:12])=[O:11])[CH:8]=2)[CH:3]=[CH:2]1.C(Br)(Br)(Br)[Br:22].C1(P(C2C=CC=CC=2)C2C=CC=CC=2)C=CC=CC=1. The catalyst is ClCCl. The product is [Br:22][CH2:19][CH2:18][C@H:14]1[CH2:15][CH2:16][CH2:17][N:13]1[S:10]([C:7]1[CH:8]=[C:9]2[C:4]([CH:3]=[CH:2][NH:1]2)=[CH:5][CH:6]=1)(=[O:12])=[O:11]. The yield is 0.880. (2) The reactants are [N:1]([C:4]1[CH:11]=[CH:10][C:7]([C:8]#[N:9])=[C:6]([C:12]([F:15])([F:14])[F:13])[CH:5]=1)=[C:2]=[S:3].C(Cl)(Cl)Cl.[F:20][C:21]1[CH:22]=[C:23]([NH:31][C:32]([CH3:37])([CH3:36])[C:33](O)=[O:34])[CH:24]=[CH:25][C:26]=1[C:27](=[O:30])[NH:28][CH3:29]. The catalyst is C(N(CC)CC)C. The product is [CH3:36][C:32]1([CH3:37])[N:31]([C:23]2[CH:24]=[CH:25][C:26]([C:27]([NH:28][CH3:29])=[O:30])=[C:21]([F:20])[CH:22]=2)[C:2](=[S:3])[N:1]([C:4]2[CH:11]=[CH:10][C:7]([C:8]#[N:9])=[C:6]([C:12]([F:13])([F:15])[F:14])[CH:5]=2)[C:33]1=[O:34]. The yield is 0.769. (3) The reactants are [Cl-].O[NH3+:3].[C:4](=[O:7])([O-])[OH:5].[Na+].CS(C)=O.[OH:13][C:14]([C:17]1[CH:57]=[CH:56][C:20]([O:21][C@@H:22]2[CH2:27][CH2:26][C@H:25]([N:28]3[C:33](=[O:34])[C:32]([CH2:35][C:36]4[CH:41]=[CH:40][C:39]([C:42]5[C:43]([C:48]#[N:49])=[CH:44][CH:45]=[CH:46][CH:47]=5)=[CH:38][CH:37]=4)=[C:31]([CH2:50][CH2:51][CH3:52])[N:30]4[N:53]=[CH:54][N:55]=[C:29]34)[CH2:24][CH2:23]2)=[CH:19][CH:18]=1)([CH3:16])[CH3:15]. The catalyst is O.C(OCC)(=O)C. The product is [OH:13][C:14]([C:17]1[CH:57]=[CH:56][C:20]([O:21][C@@H:22]2[CH2:27][CH2:26][C@H:25]([N:28]3[C:33](=[O:34])[C:32]([CH2:35][C:36]4[CH:41]=[CH:40][C:39]([C:42]5[CH:47]=[CH:46][CH:45]=[CH:44][C:43]=5[C:48]5[NH:3][C:4](=[O:7])[O:5][N:49]=5)=[CH:38][CH:37]=4)=[C:31]([CH2:50][CH2:51][CH3:52])[N:30]4[N:53]=[CH:54][N:55]=[C:29]34)[CH2:24][CH2:23]2)=[CH:19][CH:18]=1)([CH3:16])[CH3:15]. The yield is 0.460. (4) The reactants are [C:1]([N:9]1[CH2:22][CH2:21][C:20]2[C:19]3[C:18](Br)=[CH:17][CH:16]=[CH:15][C:14]=3[NH:13][C:12]=2[CH2:11][CH2:10]1)(=[O:8])[C:2]1[CH:7]=[CH:6][CH:5]=[CH:4][CH:3]=1.[F:24][C:25]1[CH:26]=[C:27](B(O)O)[CH:28]=[C:29]([F:31])[CH:30]=1.C(=O)([O-])[O-].[Na+].[Na+].CO.C(Cl)(Cl)Cl. The catalyst is C(COC)OC.C1COCC1.O.C1C=CC([P]([Pd]([P](C2C=CC=CC=2)(C2C=CC=CC=2)C2C=CC=CC=2)([P](C2C=CC=CC=2)(C2C=CC=CC=2)C2C=CC=CC=2)[P](C2C=CC=CC=2)(C2C=CC=CC=2)C2C=CC=CC=2)(C2C=CC=CC=2)C2C=CC=CC=2)=CC=1. The product is [C:1]([N:9]1[CH2:22][CH2:21][C:20]2[C:19]3[C:18]([C:27]4[CH:26]=[C:25]([F:24])[CH:30]=[C:29]([F:31])[CH:28]=4)=[CH:17][CH:16]=[CH:15][C:14]=3[NH:13][C:12]=2[CH2:11][CH2:10]1)(=[O:8])[C:2]1[CH:7]=[CH:6][CH:5]=[CH:4][CH:3]=1. The yield is 1.00.